Dataset: Peptide-MHC class I binding affinity with 185,985 pairs from IEDB/IMGT. Task: Regression. Given a peptide amino acid sequence and an MHC pseudo amino acid sequence, predict their binding affinity value. This is MHC class I binding data. (1) The peptide sequence is ETALPQDSY. The MHC is HLA-B39:01 with pseudo-sequence HLA-B39:01. The binding affinity (normalized) is 0.0847. (2) The peptide sequence is LLDYQGMLPV. The MHC is HLA-A11:01 with pseudo-sequence HLA-A11:01. The binding affinity (normalized) is 0.0520. (3) The binding affinity (normalized) is 0.537. The MHC is HLA-B58:01 with pseudo-sequence HLA-B58:01. The peptide sequence is VASVELPNSL. (4) The peptide sequence is RVAAVKAPR. The MHC is HLA-A02:02 with pseudo-sequence HLA-A02:02. The binding affinity (normalized) is 0.0233. (5) The peptide sequence is LEHGLYPQL. The MHC is HLA-A11:01 with pseudo-sequence HLA-A11:01. The binding affinity (normalized) is 0.0847. (6) The peptide sequence is MRDLRQHEV. The MHC is HLA-A69:01 with pseudo-sequence HLA-A69:01. The binding affinity (normalized) is 0.0847. (7) The peptide sequence is IEAGDEVFF. The MHC is HLA-B15:01 with pseudo-sequence HLA-B15:01. The binding affinity (normalized) is 0.0847. (8) The MHC is HLA-B27:05 with pseudo-sequence HLA-B27:05. The binding affinity (normalized) is 0.0847. The peptide sequence is SCRVKLSAL. (9) The peptide sequence is RECGARVIL. The MHC is HLA-B48:01 with pseudo-sequence HLA-B48:01. The binding affinity (normalized) is 0.451. (10) The peptide sequence is IVLGNPVFLAL. The binding affinity (normalized) is 0.444. The MHC is HLA-A02:06 with pseudo-sequence HLA-A02:06.